Task: Predict the reactants needed to synthesize the given product.. Dataset: Full USPTO retrosynthesis dataset with 1.9M reactions from patents (1976-2016) (1) Given the product [OH:23][CH2:20][CH2:21][C@@H:22]1[C@@H:15]([CH2:7][CH2:8][CH2:9][CH2:10][CH2:11][CH2:12][CH2:13][CH3:14])[C@H:16]([O:24][CH:25]2[CH2:30][CH2:29][CH2:28][CH2:27][O:26]2)[CH2:17][C@@H:18]1[OH:19], predict the reactants needed to synthesize it. The reactants are: [H-].[H-].[H-].[H-].[Li+].[Al+3].[CH2:7]([C@@H:15]1[C@@H:22]2[C@@H:18]([O:19][C:20](=[O:23])[CH2:21]2)[CH2:17][C@H:16]1[O:24][CH:25]1[CH2:30][CH2:29][CH2:28][CH2:27][O:26]1)[CH2:8][CH2:9][CH2:10][CH2:11][CH2:12][CH2:13][CH3:14].O.[OH-].[Na+]. (2) Given the product [CH2:30]([O:32][C:33]1[CH:41]=[CH:40][C:36]([C:37]([N:9]([CH2:10][CH2:11][NH:12][C:13]([C:15]2[C:16]([C:26]([F:29])([F:28])[F:27])=[N:17][N:18]([C:20]3[CH:21]=[CH:22][CH:23]=[CH:24][CH:25]=3)[CH:19]=2)=[O:14])[CH3:8])=[O:38])=[CH:35][CH:34]=1)[CH3:31], predict the reactants needed to synthesize it. The reactants are: FC(F)(F)C(O)=O.[CH3:8][NH:9][CH2:10][CH2:11][NH:12][C:13]([C:15]1[C:16]([C:26]([F:29])([F:28])[F:27])=[N:17][N:18]([C:20]2[CH:25]=[CH:24][CH:23]=[CH:22][CH:21]=2)[CH:19]=1)=[O:14].[CH2:30]([O:32][C:33]1[CH:41]=[CH:40][C:36]([C:37](Cl)=[O:38])=[CH:35][CH:34]=1)[CH3:31]. (3) Given the product [O:2]1[CH2:6][CH2:5][CH:4]([NH:8][CH:9]2[CH2:13][CH2:12][N:11]([S:14]([C:17]3[C:18]4[C:19]([Cl:1])=[CH:20][N:21]=[CH:22][C:23]=4[CH:24]=[CH:25][CH:26]=3)(=[O:16])=[O:15])[CH2:10]2)[CH2:3]1, predict the reactants needed to synthesize it. The reactants are: [ClH:1].[O:2]1[CH2:6][CH2:5][C:4](=O)[CH2:3]1.[NH2:8][C@H:9]1[CH2:13][CH2:12][N:11]([S:14]([C:17]2[C:18]3[C:19](Br)=[CH:20][N:21]=[CH:22][C:23]=3[CH:24]=[CH:25][CH:26]=2)(=[O:16])=[O:15])[CH2:10]1.C(=O)C1OC=CC=1. (4) Given the product [CH3:26][O:25][CH2:24][C:23]1[N:11]([CH2:10][C:9]([CH3:29])([OH:8])[CH3:28])[C:12]2[C:21]3[CH:20]=[CH:19][CH:18]=[CH:17][C:16]=3[N:15]=[CH:14][C:13]=2[N:22]=1, predict the reactants needed to synthesize it. The reactants are: C(=O)([O-])[O-].[K+].[K+].Cl.[OH:8][C:9]([CH3:29])([CH3:28])[CH2:10][NH:11][C:12]1[C:21]2[C:16](=[CH:17][CH:18]=[CH:19][CH:20]=2)[N:15]=[CH:14][C:13]=1[NH:22][C:23](=O)[CH2:24][O:25][CH3:26]. (5) Given the product [F:1][C:2]1[CH:3]=[C:4]([CH:5]=[C:6]([O:8][CH3:9])[CH:7]=1)[CH:14]=[C:15]1[C:16]2[CH:29]=[CH:28][CH:27]=[CH:26][C:17]=2[CH2:18][CH2:19][C:20]2[CH:25]=[CH:24][CH:23]=[CH:22][C:21]1=2, predict the reactants needed to synthesize it. The reactants are: [F:1][C:2]1[CH:3]=[C:4](B(O)O)[CH:5]=[C:6]([O:8][CH3:9])[CH:7]=1.Br[CH:14]=[C:15]1[C:21]2[CH:22]=[CH:23][CH:24]=[CH:25][C:20]=2[CH2:19][CH2:18][C:17]2[CH:26]=[CH:27][CH:28]=[CH:29][C:16]1=2. (6) Given the product [Cl:1][C:2]1[CH:3]=[CH:4][C:5]2[N:6]([C:8]([CH3:37])=[C:9]([N:11]([CH2:25][C:26]3[CH:31]=[CH:30][C:29]([O:32][C:33]([F:34])([F:35])[F:36])=[CH:28][CH:27]=3)[S:12]([C:15]3[CH:16]=[CH:17][C:18]([C:19]([O-:21])=[O:20])=[CH:23][CH:24]=3)(=[O:14])=[O:13])[N:10]=2)[CH:7]=1.[Na+:39], predict the reactants needed to synthesize it. The reactants are: [Cl:1][C:2]1[CH:3]=[CH:4][C:5]2[N:6]([C:8]([CH3:37])=[C:9]([N:11]([CH2:25][C:26]3[CH:31]=[CH:30][C:29]([O:32][C:33]([F:36])([F:35])[F:34])=[CH:28][CH:27]=3)[S:12]([C:15]3[CH:24]=[CH:23][C:18]([C:19]([O:21]C)=[O:20])=[CH:17][CH:16]=3)(=[O:14])=[O:13])[N:10]=2)[CH:7]=1.[OH-].[Na+:39]. (7) Given the product [CH:1]1([C:5]2[C:13]([C:14]3[CH:18]=[C:17]([CH2:19][CH3:20])[NH:16][N:15]=3)=[CH:12][C:8]([C:9]([N:23]3[CH2:28][CH2:27][CH:26]([C:29]4[CH:36]=[CH:35][C:32]([C:33]#[N:34])=[CH:31][CH:30]=4)[CH2:25][CH2:24]3)=[O:10])=[C:7]([CH3:21])[CH:6]=2)[CH2:2][CH2:3][CH2:4]1, predict the reactants needed to synthesize it. The reactants are: [CH:1]1([C:5]2[C:13]([C:14]3[CH:18]=[C:17]([CH2:19][CH3:20])[NH:16][N:15]=3)=[CH:12][C:8]([C:9](O)=[O:10])=[C:7]([CH3:21])[CH:6]=2)[CH2:4][CH2:3][CH2:2]1.Cl.[NH:23]1[CH2:28][CH2:27][CH:26]([C:29]2[CH:36]=[CH:35][C:32]([C:33]#[N:34])=[CH:31][CH:30]=2)[CH2:25][CH2:24]1.CCN=C=NCCCN(C)C.